Dataset: Full USPTO retrosynthesis dataset with 1.9M reactions from patents (1976-2016). Task: Predict the reactants needed to synthesize the given product. (1) Given the product [F:46][C:40]1[CH:41]=[CH:42][C:43]([F:45])=[CH:44][C:39]=1[CH2:38][O:37][CH2:36][CH2:35][O:14][C:11]1[CH:10]=[CH:9][C:8]([CH:7]2[CH2:6][CH2:5][N:4]([C:15]([O:17][CH2:18][C:19]3[CH:20]=[CH:21][CH:22]=[CH:23][CH:24]=3)=[O:16])[CH2:3][CH:2]2[OH:1])=[CH:13][CH:12]=1, predict the reactants needed to synthesize it. The reactants are: [OH:1][CH:2]1[CH:7]([C:8]2[CH:13]=[CH:12][C:11]([OH:14])=[CH:10][CH:9]=2)[CH2:6][CH2:5][N:4]([C:15]([O:17][CH2:18][C:19]2[CH:24]=[CH:23][CH:22]=[CH:21][CH:20]=2)=[O:16])[CH2:3]1.C1(C)C=CC(S(O[CH2:35][CH2:36][O:37][CH2:38][C:39]2[CH:44]=[C:43]([F:45])[CH:42]=[CH:41][C:40]=2[F:46])(=O)=O)=CC=1. (2) The reactants are: N[CH:2]([CH3:29])[CH2:3][CH2:4][N:5]1[C:17]2[C:16]3[CH:15]=[CH:14][CH:13]=[CH:12][C:11]=3[N:10]=[C:9]([NH2:18])[C:8]=2[N:7]=[C:6]1[CH2:19][CH2:20][CH2:21][O:22][C:23]1[CH:28]=[CH:27][CH:26]=[CH:25][CH:24]=1.[CH3:30][S:31]([O:34]S(C)(=O)=O)(=O)=[O:32].[N:39]1C=CC=CC=1. Given the product [NH2:18][C:9]1[C:8]2[N:7]=[C:6]([CH2:19][CH2:20][CH2:21][O:22][C:23]3[CH:28]=[CH:27][CH:26]=[CH:25][CH:24]=3)[N:5]([CH2:4][CH2:3][CH2:2][CH2:29][NH:39][S:31]([CH3:30])(=[O:34])=[O:32])[C:17]=2[C:16]2[CH:15]=[CH:14][CH:13]=[CH:12][C:11]=2[N:10]=1, predict the reactants needed to synthesize it. (3) Given the product [N:16]1([CH2:2][C:3]2[C:12]3[C:7](=[CH:8][CH:9]=[CH:10][CH:11]=3)[N:6]=[C:5]([NH2:28])[CH:4]=2)[CH2:17][CH2:18][CH2:15][CH2:14]1, predict the reactants needed to synthesize it. The reactants are: Br[CH2:2][C:3]1[C:12]2[C:7](=[CH:8][CH:9]=[CH:10][CH:11]=2)[N:6]=[C:5](Cl)[CH:4]=1.[CH2:14]([N:16](CC)[CH2:17][CH3:18])[CH3:15].C(=O)(O)[O-].[Na+].C(#[N:28])C.